Dataset: Reaction yield outcomes from USPTO patents with 853,638 reactions. Task: Predict the reaction yield, written as a fraction of the theoretical maximum amount of product (1.0 means a 100% yield; for example, 0.34 means a 34% yield). (1) The reactants are [C:1]([C:5]1[CH:10]=[C:9]([C:11]([F:14])([F:13])[F:12])[C:8]([N+:15]([O-])=O)=[CH:7][C:6]=1[O:18][CH3:19])([CH3:4])([CH3:3])[CH3:2].C([O-])=O.[NH4+]. The catalyst is CCO.[Pd]. The product is [C:1]([C:5]1[CH:10]=[C:9]([C:11]([F:14])([F:12])[F:13])[C:8]([NH2:15])=[CH:7][C:6]=1[O:18][CH3:19])([CH3:4])([CH3:2])[CH3:3]. The yield is 0.950. (2) The reactants are [CH3:1][CH:2]([N:4]1[CH2:10][CH2:9][CH2:8][N:7](C(OCC2C=CC=CC=2)=O)[CH2:6][CH2:5]1)[CH3:3]. The catalyst is C(O)C.[Pd]. The product is [CH3:1][CH:2]([N:4]1[CH2:10][CH2:9][CH2:8][NH:7][CH2:6][CH2:5]1)[CH3:3]. The yield is 1.00. (3) The reactants are CC1CN(C(=O)C(F)(F)F)CCC2N=C(O)C=CC1=2.O=P(Cl)(Cl)Cl.[Cl:25][C:26]1[CH:27]=[CH:28][C:29]2[CH:35]([CH3:36])[CH2:34][N:33](C(=O)C(F)(F)F)[CH2:32][CH2:31][C:30]=2[N:43]=1.C([O-])([O-])=O.[K+].[K+]. The catalyst is CO.CN(C=O)C. The product is [Cl:25][C:26]1[CH:27]=[CH:28][C:29]2[CH:35]([CH3:36])[CH2:34][NH:33][CH2:32][CH2:31][C:30]=2[N:43]=1. The yield is 0.220. (4) The reactants are Cl[C:2]1[CH:7]=[CH:6][N:5]=[C:4]2[CH:8]=[C:9]([C:11]3[N:12]=[CH:13][N:14]([CH3:16])[CH:15]=3)[S:10][C:3]=12.[F:17][C:18]1[CH:23]=[C:22]([N+:24]([O-:26])=[O:25])[CH:21]=[CH:20][C:19]=1[OH:27].C(=O)([O-])[O-].[K+].[K+]. The catalyst is O(C1C=CC=CC=1)C1C=CC=CC=1.ClCCl.CO. The product is [F:17][C:18]1[CH:23]=[C:22]([N+:24]([O-:26])=[O:25])[CH:21]=[CH:20][C:19]=1[O:27][C:2]1[CH:7]=[CH:6][N:5]=[C:4]2[CH:8]=[C:9]([C:11]3[N:12]=[CH:13][N:14]([CH3:16])[CH:15]=3)[S:10][C:3]=12. The yield is 0.820. (5) The reactants are [CH:1]([O:4][C:5]1[N:6]=[C:7]([C:10]2[CH:15]=[CH:14][C:13]([OH:16])=[C:12]([O:17][CH3:18])[CH:11]=2)[S:8][CH:9]=1)([CH3:3])[CH3:2].[CH2:19]([O:21][C:22](=[O:38])[CH2:23][N:24]1[C:32]2[C:27](=[CH:28][C:29]([O:33][CH2:34][CH2:35][CH2:36]Br)=[CH:30][CH:31]=2)[CH:26]=[CH:25]1)C.C(=O)([O-])[O-].[Cs+].[Cs+]. The catalyst is CN(C=O)C. The product is [CH3:19][O:21][C:22](=[O:38])[CH2:23][N:24]1[C:32]2[C:27](=[CH:28][C:29]([O:33][CH2:34][CH2:35][CH2:36][O:16][C:13]3[CH:14]=[CH:15][C:10]([C:7]4[S:8][CH:9]=[C:5]([O:4][CH:1]([CH3:3])[CH3:2])[N:6]=4)=[CH:11][C:12]=3[O:17][CH3:18])=[CH:30][CH:31]=2)[CH:26]=[CH:25]1. The yield is 0.390. (6) The reactants are C([NH:5][S:6]([C:9]1[O:10][C:11]([C:14]2[N:19]=[C:18]([NH:20][C:21]3[CH:25]=[C:24]([CH:26]4[CH2:28][CH2:27]4)[NH:23][N:22]=3)[C:17]([Cl:29])=[CH:16][N:15]=2)=[CH:12][CH:13]=1)(=[O:8])=[O:7])(C)(C)C.B(Cl)(Cl)Cl. The catalyst is C(Cl)Cl. The product is [Cl:29][C:17]1[C:18]([NH:20][C:21]2[CH:25]=[C:24]([CH:26]3[CH2:28][CH2:27]3)[NH:23][N:22]=2)=[N:19][C:14]([C:11]2[O:10][C:9]([S:6]([NH2:5])(=[O:7])=[O:8])=[CH:13][CH:12]=2)=[N:15][CH:16]=1. The yield is 0.530. (7) The reactants are [Br:1][C:2]1[CH:7]=[CH:6][C:5]([S:8](Cl)(=[O:10])=[O:9])=[C:4]([F:12])[CH:3]=1.C[CH2:14][N:15](CC)[CH2:16]C.CNC.C1COCC1. The catalyst is ClCCl. The product is [Br:1][C:2]1[CH:7]=[CH:6][C:5]([S:8]([N:15]([CH3:16])[CH3:14])(=[O:10])=[O:9])=[C:4]([F:12])[CH:3]=1. The yield is 0.750.